From a dataset of Peptide-MHC class I binding affinity with 185,985 pairs from IEDB/IMGT. Regression. Given a peptide amino acid sequence and an MHC pseudo amino acid sequence, predict their binding affinity value. This is MHC class I binding data. (1) The peptide sequence is HHIPNGVVW. The MHC is HLA-B07:02 with pseudo-sequence HLA-B07:02. The binding affinity (normalized) is 0.0847. (2) The peptide sequence is WMFRIRIIL. The MHC is HLA-A25:01 with pseudo-sequence HLA-A25:01. The binding affinity (normalized) is 0.0847.